This data is from NCI-60 drug combinations with 297,098 pairs across 59 cell lines. The task is: Regression. Given two drug SMILES strings and cell line genomic features, predict the synergy score measuring deviation from expected non-interaction effect. (1) Drug 1: CCCCCOC(=O)NC1=NC(=O)N(C=C1F)C2C(C(C(O2)C)O)O. Drug 2: CC1C(C(CC(O1)OC2CC(CC3=C2C(=C4C(=C3O)C(=O)C5=CC=CC=C5C4=O)O)(C(=O)C)O)N)O. Cell line: MOLT-4. Synergy scores: CSS=37.0, Synergy_ZIP=0.747, Synergy_Bliss=-2.36, Synergy_Loewe=-40.2, Synergy_HSA=-3.89. (2) Drug 1: CS(=O)(=O)CCNCC1=CC=C(O1)C2=CC3=C(C=C2)N=CN=C3NC4=CC(=C(C=C4)OCC5=CC(=CC=C5)F)Cl. Drug 2: C1CCC(C(C1)N)N.C(=O)(C(=O)[O-])[O-].[Pt+4]. Cell line: HCC-2998. Synergy scores: CSS=16.8, Synergy_ZIP=-5.66, Synergy_Bliss=1.49, Synergy_Loewe=-2.52, Synergy_HSA=0.908. (3) Drug 1: CC1C(C(=O)NC(C(=O)N2CCCC2C(=O)N(CC(=O)N(C(C(=O)O1)C(C)C)C)C)C(C)C)NC(=O)C3=C4C(=C(C=C3)C)OC5=C(C(=O)C(=C(C5=N4)C(=O)NC6C(OC(=O)C(N(C(=O)CN(C(=O)C7CCCN7C(=O)C(NC6=O)C(C)C)C)C)C(C)C)C)N)C. Drug 2: CC(C)(C#N)C1=CC(=CC(=C1)CN2C=NC=N2)C(C)(C)C#N. Cell line: OVCAR3. Synergy scores: CSS=18.5, Synergy_ZIP=-7.95, Synergy_Bliss=-8.21, Synergy_Loewe=-21.5, Synergy_HSA=-7.31. (4) Drug 1: CS(=O)(=O)C1=CC(=C(C=C1)C(=O)NC2=CC(=C(C=C2)Cl)C3=CC=CC=N3)Cl. Drug 2: C1C(C(OC1N2C=C(C(=O)NC2=O)F)CO)O. Cell line: SK-MEL-28. Synergy scores: CSS=2.95, Synergy_ZIP=-6.43, Synergy_Bliss=-4.98, Synergy_Loewe=-17.3, Synergy_HSA=-10.7.